This data is from Forward reaction prediction with 1.9M reactions from USPTO patents (1976-2016). The task is: Predict the product of the given reaction. Given the reactants [N:1]1[CH:6]=[CH:5][CH:4]=[C:3]([O:7][CH2:8][C:9]#[N:10])[CH:2]=1.C([O-])([O-])=[O:12].[K+].[K+].CS(C)=O.OO, predict the reaction product. The product is: [N:1]1[CH:6]=[CH:5][CH:4]=[C:3]([O:7][CH2:8][C:9]([NH2:10])=[O:12])[CH:2]=1.